From a dataset of Forward reaction prediction with 1.9M reactions from USPTO patents (1976-2016). Predict the product of the given reaction. (1) Given the reactants [Cl:1][C:2]1[CH:3]=[CH:4][C:5]2[NH:6][C:7]3[C:12]([C:13]=2[CH:14]=1)=[CH:11][C:10]([Cl:15])=[CH:9][CH:8]=3.[C:16]([O:20][C:21]([N:23]1[CH2:28][CH2:27][N:26]([CH2:29][CH:30]2[CH2:32][O:31]2)[CH2:25][CH2:24]1)=[O:22])([CH3:19])([CH3:18])[CH3:17], predict the reaction product. The product is: [C:16]([O:20][C:21]([N:23]1[CH2:24][CH2:25][N:26]([CH2:29][CH:30]([OH:31])[CH2:32][N:6]2[C:5]3[CH:4]=[CH:3][C:2]([Cl:1])=[CH:14][C:13]=3[C:12]3[C:7]2=[CH:8][CH:9]=[C:10]([Cl:15])[CH:11]=3)[CH2:27][CH2:28]1)=[O:22])([CH3:19])([CH3:18])[CH3:17]. (2) Given the reactants [CH3:1][O:2][C:3](=[O:14])[C:4]1[CH:9]=[C:8]([N+:10]([O-])=O)[CH:7]=[C:6]([Br:13])[CH:5]=1.Cl[Sn]Cl, predict the reaction product. The product is: [CH3:1][O:2][C:3](=[O:14])[C:4]1[CH:5]=[C:6]([Br:13])[CH:7]=[C:8]([NH2:10])[CH:9]=1. (3) Given the reactants [CH2:1]([N:4]1[CH2:9][CH2:8][O:7][C:6]2[CH:10]=[CH:11][C:12]([C:15]3[N:20]4[N:21]=[C:22]([C:24]5[CH:25]=[C:26]([C:30]6[CH:35]=[CH:34][CH:33]=[C:32]([OH:36])[CH:31]=6)[CH:27]=[CH:28][CH:29]=5)[CH:23]=[C:19]4[N:18]=[C:17]([CH3:37])[C:16]=3[C@H:38]([O:43][C:44]([CH3:47])([CH3:46])[CH3:45])[C:39]([O:41][CH3:42])=[O:40])=[C:13]([Cl:14])[C:5]1=2)[CH:2]=[CH2:3].C([O-])([O-])=O.[K+].[K+].Br[CH2:55][CH:56]=[CH2:57].O, predict the reaction product. The product is: [CH2:1]([N:4]1[CH2:9][CH2:8][O:7][C:6]2[CH:10]=[CH:11][C:12]([C:15]3[N:20]4[N:21]=[C:22]([C:24]5[CH:25]=[C:26]([C:30]6[CH:35]=[CH:34][CH:33]=[C:32]([O:36][CH2:57][CH:56]=[CH2:55])[CH:31]=6)[CH:27]=[CH:28][CH:29]=5)[CH:23]=[C:19]4[N:18]=[C:17]([CH3:37])[C:16]=3[C@H:38]([O:43][C:44]([CH3:47])([CH3:46])[CH3:45])[C:39]([O:41][CH3:42])=[O:40])=[C:13]([Cl:14])[C:5]1=2)[CH:2]=[CH2:3]. (4) Given the reactants [Cl:1][C:2]1[CH:10]=[C:9]([Cl:11])[CH:8]=[CH:7][C:3]=1[C:4](Cl)=[O:5].[CH:12]([NH:15][C:16]1[S:17][C:18]([C:26]2[CH:31]=[CH:30][CH:29]=[CH:28][CH:27]=2)=[CH:19][C:20]=1[C:21]([O:23][CH2:24][CH3:25])=[O:22])([CH3:14])[CH3:13], predict the reaction product. The product is: [Cl:1][C:2]1[CH:10]=[C:9]([Cl:11])[CH:8]=[CH:7][C:3]=1[C:4]([N:15]([CH:12]([CH3:13])[CH3:14])[C:16]1[S:17][C:18]([C:26]2[CH:31]=[CH:30][CH:29]=[CH:28][CH:27]=2)=[CH:19][C:20]=1[C:21]([O:23][CH2:24][CH3:25])=[O:22])=[O:5].